Task: Predict the reactants needed to synthesize the given product.. Dataset: Retrosynthesis with 50K atom-mapped reactions and 10 reaction types from USPTO (1) Given the product OCCc1coc2c1ccc1ccccc12, predict the reactants needed to synthesize it. The reactants are: CCOC(=O)Cc1coc2c1ccc1ccccc12. (2) Given the product O=C(NC1CCN(CCn2c(=O)ccc3c(F)cc(F)cc32)CC1)C1COc2ccccc2O1, predict the reactants needed to synthesize it. The reactants are: NC1CCN(CCn2c(=O)ccc3c(F)cc(F)cc32)CC1.O=C(O)C1COc2ccccc2O1. (3) Given the product COC(=O)C(CCSC)NC(=O)CCc1ccc(O)cc1, predict the reactants needed to synthesize it. The reactants are: COC(=O)[C@@H](N)CCSC.O=C(O)CCc1ccc(O)cc1. (4) Given the product COc1ncc(-c2cc(C(=O)Nc3ccc(OC(F)(F)Cl)cc3)cnc2N2CC[C@@H](O)C2)cc1C#N, predict the reactants needed to synthesize it. The reactants are: COc1ncc(B2OC(C)(C)C(C)(C)O2)cc1C#N.O=C(Nc1ccc(OC(F)(F)Cl)cc1)c1cnc(N2CC[C@@H](O)C2)c(Br)c1.